This data is from Catalyst prediction with 721,799 reactions and 888 catalyst types from USPTO. The task is: Predict which catalyst facilitates the given reaction. (1) Reactant: Cl.[NH2:2]O.[CH2:4]([O:6][C:7]([C:9]1[N:10]([C:30]2[CH:35]=[CH:34][C:33]([O:36][CH:37]([CH3:39])[CH3:38])=[CH:32][CH:31]=2)[C:11]2[C:16]([C:17]=1[CH:18]=O)=[CH:15][C:14]([C:20]1[CH:25]=[CH:24][C:23]([C:26]([F:29])([F:28])[F:27])=[CH:22][N:21]=1)=[CH:13][CH:12]=2)=[O:8])[CH3:5].[OH-].[Na+]. Product: [CH2:4]([O:6][C:7]([C:9]1[N:10]([C:30]2[CH:35]=[CH:34][C:33]([O:36][CH:37]([CH3:38])[CH3:39])=[CH:32][CH:31]=2)[C:11]2[C:16]([C:17]=1[C:18]#[N:2])=[CH:15][C:14]([C:20]1[CH:25]=[CH:24][C:23]([C:26]([F:29])([F:27])[F:28])=[CH:22][N:21]=1)=[CH:13][CH:12]=2)=[O:8])[CH3:5]. The catalyst class is: 106. (2) Reactant: [OH-].[Li+].[F:3][C:4]1[CH:5]=[N:6][C:7]([NH:15][CH2:16][CH2:17][CH2:18][O:19][C:20]2[CH:25]=[CH:24][C:23]([F:26])=[CH:22][CH:21]=2)=[C:8]([CH:14]=1)[C:9]([O:11]CC)=[O:10]. Product: [F:3][C:4]1[CH:5]=[N:6][C:7]([NH:15][CH2:16][CH2:17][CH2:18][O:19][C:20]2[CH:21]=[CH:22][C:23]([F:26])=[CH:24][CH:25]=2)=[C:8]([CH:14]=1)[C:9]([OH:11])=[O:10]. The catalyst class is: 20. (3) Reactant: C1COCC1.Cl[C:7]1[NH:11][C:10]2[CH:12]=[C:13]([NH:27][C:28]([C:30]3[CH:35]=[C:34]([Cl:36])[CH:33]=[CH:32][C:31]=3[Cl:37])=[O:29])[CH:14]=[C:15]([C:16]([NH:18][C:19]3[CH:24]=[CH:23][CH:22]=[C:21]([Cl:25])[C:20]=3[CH3:26])=[O:17])[C:9]=2[N:8]=1.[NH2:38][CH2:39][C:40]([CH3:44])([CH3:43])[CH2:41][OH:42]. Product: [Cl:25][C:21]1[C:20]([CH3:26])=[C:19]([NH:18][C:16]([C:15]2[C:9]3[N:8]=[C:7]([NH:38][CH2:39][C:40]([CH3:44])([CH3:43])[CH2:41][OH:42])[NH:11][C:10]=3[CH:12]=[C:13]([NH:27][C:28]([C:30]3[CH:35]=[C:34]([Cl:36])[CH:33]=[CH:32][C:31]=3[Cl:37])=[O:29])[CH:14]=2)=[O:17])[CH:24]=[CH:23][CH:22]=1. The catalyst class is: 13.